Dataset: Forward reaction prediction with 1.9M reactions from USPTO patents (1976-2016). Task: Predict the product of the given reaction. (1) Given the reactants [F:1][C:2]1[CH:3]=[CH:4][C:5]([O:9][CH:10]([CH3:12])[CH3:11])=[C:6]([NH2:8])[CH:7]=1.C(OC1C=CC(C(N)=O)=CC=1N=[C:27]=[S:28])(C)C, predict the reaction product. The product is: [F:1][C:2]1[CH:3]=[CH:4][C:5]([O:9][CH:10]([CH3:12])[CH3:11])=[C:6]([N:8]=[C:27]=[S:28])[CH:7]=1. (2) Given the reactants C([Zn]CC)C.Br[CH2:7][CH2:8][C:9]1[CH:14]=[CH:13][CH:12]=[CH:11][CH:10]=1.[C:15]1([NH:21][C:22]([C:24]2[N:28]3[N:29]=[C:30](Cl)[CH:31]=[CH:32][C:27]3=[N:26][CH:25]=2)=[O:23])[CH:20]=[CH:19][CH:18]=[CH:17][CH:16]=1.CO, predict the reaction product. The product is: [C:15]1([NH:21][C:22]([C:24]2[N:28]3[N:29]=[C:30]([CH2:7][CH2:8][C:9]4[CH:14]=[CH:13][CH:12]=[CH:11][CH:10]=4)[CH:31]=[CH:32][C:27]3=[N:26][CH:25]=2)=[O:23])[CH:16]=[CH:17][CH:18]=[CH:19][CH:20]=1. (3) Given the reactants FC1C=CC([S:8]([Cl:11])(=[O:10])=[O:9])=CC=1OC.[F:14][C:15]1[CH:16]=[C:17](N)[CH:18]=[CH:19][C:20]=1[C:21]([F:24])([F:23])[F:22], predict the reaction product. The product is: [F:14][C:15]1[CH:16]=[C:17]([S:8]([Cl:11])(=[O:10])=[O:9])[CH:18]=[CH:19][C:20]=1[C:21]([F:24])([F:23])[F:22]. (4) The product is: [C:1]([C:4]1[C:9]([C:10]2[CH:15]=[CH:14][CH:13]=[CH:12][CH:11]=2)=[N:8][N:7]([CH2:16][CH3:17])[C:6](=[O:18])[C:5]=1[NH:19][C:23]1[CH:24]=[N:25][CH:26]=[CH:27][CH:28]=1)(=[O:3])[CH3:2]. Given the reactants [C:1]([C:4]1[C:9]([C:10]2[CH:15]=[CH:14][CH:13]=[CH:12][CH:11]=2)=[N:8][N:7]([CH2:16][CH3:17])[C:6](=[O:18])[C:5]=1[N+:19]([O-])=O)(=[O:3])[CH3:2].N[C:23]1[CH:24]=[N:25][CH:26]=[CH:27][CH:28]=1, predict the reaction product.